From a dataset of Reaction yield outcomes from USPTO patents with 853,638 reactions. Predict the reaction yield, written as a fraction of the theoretical maximum amount of product (1.0 means a 100% yield; for example, 0.34 means a 34% yield). (1) The reactants are [NH:1]1[CH2:6][CH2:5][CH:4]([N:7]2[C:11]3[CH:12]=[CH:13][CH:14]=[CH:15][C:10]=3[NH:9][C:8]2=[O:16])[CH2:3][CH2:2]1.[C:17](O[C:17]([O:19][C:20]([CH3:23])([CH3:22])[CH3:21])=[O:18])([O:19][C:20]([CH3:23])([CH3:22])[CH3:21])=[O:18]. The catalyst is CN(C=O)C.CCOC(C)=O. The product is [C:20]([O:19][C:17]([N:1]1[CH2:2][CH2:3][CH:4]([N:7]2[C:11]3[CH:12]=[CH:13][CH:14]=[CH:15][C:10]=3[NH:9][C:8]2=[O:16])[CH2:5][CH2:6]1)=[O:18])([CH3:23])([CH3:22])[CH3:21]. The yield is 0.940. (2) The reactants are [Cl:1][C:2]1[CH:3]=[CH:4][C:5]([OH:11])=[C:6]([C:8](=O)[CH3:9])[CH:7]=1.[CH3:12][S:13]([C:16]1[CH:17]=[C:18]([CH:23]=[CH:24][CH:25]=1)[C:19]([NH:21][NH2:22])=[O:20])(=[O:15])=[O:14]. The catalyst is CO.C(O)(=O)C. The product is [Cl:1][C:2]1[CH:3]=[CH:4][C:5]([OH:11])=[C:6](/[C:8](=[N:22]/[NH:21][C:19](=[O:20])[C:18]2[CH:23]=[CH:24][CH:25]=[C:16]([S:13]([CH3:12])(=[O:14])=[O:15])[CH:17]=2)/[CH3:9])[CH:7]=1. The yield is 0.634. (3) The reactants are [NH:1]1[CH:5]=[CH:4][N:3]=[C:2]1[CH2:6][C:7]([C:9]1[CH:14]=[CH:13][C:12]([C:15]#[N:16])=[CH:11][CH:10]=1)=[O:8].CO[CH:19](OC)[N:20]([CH3:22])[CH3:21]. No catalyst specified. The product is [CH3:19][N:20]([CH3:22])/[CH:21]=[C:6](\[C:2]1[NH:1][CH:5]=[CH:4][N:3]=1)/[C:7]([C:9]1[CH:14]=[CH:13][C:12]([C:15]#[N:16])=[CH:11][CH:10]=1)=[O:8]. The yield is 1.00. (4) The reactants are Br[C:2]1[S:3][C:4]([C:24]2[CH:29]=[CH:28][N:27]=[C:26]([Cl:30])[N:25]=2)=[C:5]([C:7]2[CH:8]=[C:9]([NH:13][C:14](=[O:23])[C:15]3[C:20]([F:21])=[CH:19][CH:18]=[CH:17][C:16]=3[F:22])[CH:10]=[CH:11][CH:12]=2)[N:6]=1.CN(C=O)C.[OH:36][C:37]1[CH:42]=[CH:41][C:40](B(O)O)=[CH:39][CH:38]=1.C([O-])([O-])=O.[Na+].[Na+]. The catalyst is CCOC(C)=O.O. The product is [Cl:30][C:26]1[N:25]=[C:24]([C:4]2[S:3][C:2]([C:40]3[CH:41]=[CH:42][C:37]([OH:36])=[CH:38][CH:39]=3)=[N:6][C:5]=2[C:7]2[CH:8]=[C:9]([NH:13][C:14](=[O:23])[C:15]3[C:20]([F:21])=[CH:19][CH:18]=[CH:17][C:16]=3[F:22])[CH:10]=[CH:11][CH:12]=2)[CH:29]=[CH:28][N:27]=1. The yield is 0.250. (5) The reactants are [H-].[H-].[H-].[H-].[Li+].[Al+3].[CH3:7][C:8]([C:15]1[NH:16][C:17]2[C:22]([CH:23]=1)=[CH:21][C:20]([N+:24]([O-:26])=[O:25])=[CH:19][CH:18]=2)([CH3:14])[C:9](OCC)=[O:10].O.[OH-].[Na+]. The catalyst is C1COCC1. The product is [CH3:14][C:8]([C:15]1[NH:16][C:17]2[C:22]([CH:23]=1)=[CH:21][C:20]([N+:24]([O-:26])=[O:25])=[CH:19][CH:18]=2)([CH3:7])[CH2:9][OH:10]. The yield is 0.580. (6) The reactants are [CH3:1][C:2]1[C:7]([CH3:8])=[C:6]([NH:9][S:10]([C:13]2[CH:18]=[CH:17][CH:16]=[CH:15][CH:14]=2)(=[O:12])=[O:11])[CH:5]=[CH:4][C:3]=1[NH:19][C:20]([CH2:22][C:23]1[CH:30]=[CH:29][C:26]([C:27]#[N:28])=[CH:25][CH:24]=1)=[O:21].Cl.C(=O)([O-])[O-].[NH4+:36].[NH4+]. The catalyst is C(O)C. The product is [CH3:1][C:2]1[C:7]([CH3:8])=[C:6]([NH:9][S:10]([C:13]2[CH:14]=[CH:15][CH:16]=[CH:17][CH:18]=2)(=[O:12])=[O:11])[CH:5]=[CH:4][C:3]=1[NH:19][C:20]([CH2:22][C:23]1[CH:24]=[CH:25][C:26]([C:27]([NH2:36])=[NH:28])=[CH:29][CH:30]=1)=[O:21]. The yield is 0.700. (7) The reactants are [Cl:1][C:2]1[CH:11]=[CH:10][CH:9]=[C:8]2[C:3]=1[CH:4]1[C:12](=[C:13]([CH3:15])[CH3:14])[CH:7]2[CH:6]=[CH:5]1.[H][H]. The catalyst is [Pd].C1COCC1. The product is [Cl:1][C:2]1[CH:11]=[CH:10][CH:9]=[C:8]2[C:3]=1[CH:4]1[C:12](=[C:13]([CH3:15])[CH3:14])[CH:7]2[CH2:6][CH2:5]1. The yield is 0.900. (8) The reactants are Br[C:2]1[N:3]([C:17]([O:19][C:20]([CH3:23])([CH3:22])[CH3:21])=[O:18])[C:4]2[C:9]([C:10]=1[CH2:11][C:12]([O:14][CH2:15]C)=[O:13])=[CH:8][CH:7]=[CH:6][CH:5]=2.[CH2:24]([Sn](CCCC)(CCCC)CCCC)[CH:25]=[CH2:26]. The catalyst is CN(C=O)C.CCOC(C)=O.O.C1C=CC([P]([Pd]([P](C2C=CC=CC=2)(C2C=CC=CC=2)C2C=CC=CC=2)([P](C2C=CC=CC=2)(C2C=CC=CC=2)C2C=CC=CC=2)[P](C2C=CC=CC=2)(C2C=CC=CC=2)C2C=CC=CC=2)(C2C=CC=CC=2)C2C=CC=CC=2)=CC=1. The product is [CH2:26]([C:2]1[N:3]([C:17]([O:19][C:20]([CH3:21])([CH3:22])[CH3:23])=[O:18])[C:4]2[C:9]([C:10]=1[CH2:11][C:12]([O:14][CH3:15])=[O:13])=[CH:8][CH:7]=[CH:6][CH:5]=2)[CH:25]=[CH2:24]. The yield is 0.760.